Dataset: Forward reaction prediction with 1.9M reactions from USPTO patents (1976-2016). Task: Predict the product of the given reaction. (1) Given the reactants C1COCC1.C(O[C:9](=O)[C:10]([O:12]CC)=[O:11])C.[CH:16]1([C:21](=O)[CH3:22])[CH2:20][CH2:19][CH2:18][CH2:17]1.C([CH2:26][C:27]([NH2:29])=[O:28])#N, predict the reaction product. The product is: [CH:16]1([C:21]2[CH:22]=[C:9]([CH:26]=[C:27]([OH:28])[N:29]=2)[C:10]([OH:12])=[O:11])[CH2:20][CH2:19][CH2:18][CH2:17]1. (2) The product is: [CH:3]1([C:9](=[O:17])[CH:10]=[CH:25][C:23]2[C:22]([C:27]3[N:28]=[CH:29][N:30]([C:32]([C:39]4[CH:40]=[CH:41][CH:42]=[CH:43][CH:44]=4)([C:33]4[CH:34]=[CH:35][CH:36]=[CH:37][CH:38]=4)[C:45]4[CH:50]=[CH:49][CH:48]=[CH:47][CH:46]=4)[CH:31]=3)=[CH:21][CH:20]=[C:19]([F:18])[N:24]=2)[CH2:8][CH2:7][CH2:6][CH2:5][CH2:4]1. Given the reactants [H-].[Na+].[CH:3]1([C:9](=[O:17])[CH2:10]P(=O)(OC)OC)[CH2:8][CH2:7][CH2:6][CH2:5][CH2:4]1.[F:18][C:19]1[N:24]=[C:23]([CH:25]=O)[C:22]([C:27]2[N:28]=[CH:29][N:30]([C:32]([C:45]3[CH:50]=[CH:49][CH:48]=[CH:47][CH:46]=3)([C:39]3[CH:44]=[CH:43][CH:42]=[CH:41][CH:40]=3)[C:33]3[CH:38]=[CH:37][CH:36]=[CH:35][CH:34]=3)[CH:31]=2)=[CH:21][CH:20]=1, predict the reaction product. (3) The product is: [C:1]([C:3]1[CH:8]=[CH:7][C:6]([C@H:9]2[N:14]3[N:15]=[N:16][N:17]=[C:13]3[N:12]([C:18]3[CH:23]=[CH:22][CH:21]=[C:20]([C:24]([F:27])([F:26])[F:25])[CH:19]=3)[C:11]([CH3:28])=[C:10]2[C:29]#[N:31])=[CH:5][CH:4]=1)#[N:2]. Given the reactants [C:1]([C:3]1[CH:8]=[CH:7][C:6]([C@H:9]2[N:14]3[N:15]=[N:16][N:17]=[C:13]3[N:12]([C:18]3[CH:23]=[CH:22][CH:21]=[C:20]([C:24]([F:27])([F:26])[F:25])[CH:19]=3)[C:11]([CH3:28])=[C:10]2[C:29]([NH2:31])=O)=[CH:5][CH:4]=1)#[N:2].[OH-].COC(NS([N+](CC)(CC)CC)(=O)=O)=O, predict the reaction product. (4) Given the reactants P(=O)(O)(O)O.CC(C)CC(=O)C.[NH2:13][C:14]1[CH:18]=[CH:17][S:16][C:15]=1/[C:19](=[CH:21]/[CH:22]([CH3:24])[CH3:23])/[CH3:20].NC1C=CSC=1/C(=C\C(C)C)/C, predict the reaction product. The product is: [NH2:13][C:14]1[CH:18]=[CH:17][S:16][C:15]=1[C:19]([CH2:21][CH:22]([CH3:24])[CH3:23])=[CH2:20]. (5) The product is: [Cl:3][C:4]1[CH:22]=[CH:21][C:7]([CH2:8][S:9][C:10]2[N:15]=[C:14]([C:16]([NH2:1])=[O:17])[CH:13]=[CH:12][C:11]=2[C:19]#[N:20])=[CH:6][CH:5]=1. Given the reactants [NH3:1].Cl.[Cl:3][C:4]1[CH:22]=[CH:21][C:7]([CH2:8][S:9][C:10]2[N:15]=[C:14]([C:16](Cl)=[O:17])[CH:13]=[CH:12][C:11]=2[C:19]#[N:20])=[CH:6][CH:5]=1, predict the reaction product. (6) Given the reactants Br[CH2:2][C:3]1[CH:8]=[CH:7][CH:6]=[CH:5][C:4]=1[C:9]1[CH:14]=[CH:13][CH:12]=[CH:11][CH:10]=1.[N-:15]=[N+:16]=[N-:17].[Na+].[I-].[Na+], predict the reaction product. The product is: [C:4]1([C:9]2[CH:14]=[CH:13][CH:12]=[CH:11][CH:10]=2)[CH:5]=[CH:6][CH:7]=[CH:8][C:3]=1[CH2:2][N:15]=[N+:16]=[N-:17]. (7) Given the reactants Cl[C:2]1[CH:7]=[C:6]([C:8]2[N:13]=[C:12]([N:14]3[CH2:19][CH:18]4[CH2:20][CH:15]3[CH2:16][N:17]4[CH:21]([CH3:23])[CH3:22])[N:11]=[C:10]([NH:24][CH2:25][CH:26]([O:29][CH3:30])[O:27][CH3:28])[CH:9]=2)[CH:5]=[CH:4][N:3]=1.[CH3:31][C@H:32]([NH2:39])[C:33]1[CH:38]=[CH:37][CH:36]=[CH:35][CH:34]=1.C1C=CC(P(C2C(C3C(P(C4C=CC=CC=4)C4C=CC=CC=4)=CC=C4C=3C=CC=C4)=C3C(C=CC=C3)=CC=2)C2C=CC=CC=2)=CC=1.CC([O-])(C)C.[Na+], predict the reaction product. The product is: [CH3:28][O:27][CH:26]([O:29][CH3:30])[CH2:25][NH:24][C:10]1[CH:9]=[C:8]([C:6]2[CH:5]=[CH:4][N:3]=[C:2]([NH:39][C@H:32]([C:33]3[CH:38]=[CH:37][CH:36]=[CH:35][CH:34]=3)[CH3:31])[CH:7]=2)[N:13]=[C:12]([N:14]2[CH2:19][C@@H:18]3[CH2:20][C@H:15]2[CH2:16][N:17]3[CH:21]([CH3:23])[CH3:22])[N:11]=1. (8) Given the reactants [OH:1][C:2]1[CH:16]=[CH:15][C:5]([C:6]([C:8]2[CH:13]=[CH:12][C:11]([OH:14])=[CH:10][CH:9]=2)=[O:7])=[CH:4][CH:3]=1.[CH2:17](N(CC)CC)C.[C:24](Cl)(=[O:28])[C:25]([CH3:27])=[CH2:26].[CH2:30]1C[O:33][CH2:32][CH2:31]1, predict the reaction product. The product is: [C:24]([O:1][C:2]1[CH:16]=[CH:15][C:5]([C:6]([C:8]2[CH:13]=[CH:12][C:11]([O:14][C:32](=[O:33])[C:31]([CH3:30])=[CH2:17])=[CH:10][CH:9]=2)=[O:7])=[CH:4][CH:3]=1)(=[O:28])[C:25]([CH3:27])=[CH2:26].